Dataset: Reaction yield outcomes from USPTO patents with 853,638 reactions. Task: Predict the reaction yield, written as a fraction of the theoretical maximum amount of product (1.0 means a 100% yield; for example, 0.34 means a 34% yield). (1) The reactants are [CH2:1]([O:8][C:9]([CH2:11][N:12]1[C:17]([C:18]2[CH:23]=[CH:22][CH:21]=[C:20]([N+:24]([O-])=O)[CH:19]=2)=[C:16]([Cl:27])[N:15]=[C:14]([Cl:28])[C:13]1=[O:29])=[O:10])[C:2]1[CH:7]=[CH:6][CH:5]=[CH:4][CH:3]=1.CCOC(C)=O.Cl. The catalyst is CCO.[Fe]. The product is [ClH:27].[CH2:1]([O:8][C:9]([CH2:11][N:12]1[C:17]([C:18]2[CH:23]=[CH:22][CH:21]=[C:20]([NH2:24])[CH:19]=2)=[C:16]([Cl:27])[N:15]=[C:14]([Cl:28])[C:13]1=[O:29])=[O:10])[C:2]1[CH:7]=[CH:6][CH:5]=[CH:4][CH:3]=1. The yield is 0.800. (2) The reactants are [CH3:1][O:2][C:3]1[CH:4]=[CH:5][C:6]2[C:12]3[C:13]([O:21][CH3:22])=[C:14]([O:19][CH3:20])[C:15]([O:17][CH3:18])=[CH:16][C:11]=3[CH2:10][CH2:9][C@H:8]([NH2:23])[C:7]=2[CH:24]=1.C1C([N+]([O-])=O)=CC=C([Cl-][C:35]([O-:37])=[O:36])C=1.C(N(CC)CC)C.O[CH2:46][CH2:47][N:48]1[CH2:53][CH2:52][O:51][CH2:50][CH2:49]1. The catalyst is C(#N)C. The product is [CH3:1][O:2][C:3]1[CH:4]=[CH:5][C:6]2[C:12]3[C:13]([O:21][CH3:22])=[C:14]([O:19][CH3:20])[C:15]([O:17][CH3:18])=[CH:16][C:11]=3[CH2:10][CH2:9][C@H:8]([NH:23][C:35](=[O:36])[O:37][CH2:46][CH2:47][N:48]3[CH2:53][CH2:52][O:51][CH2:50][CH2:49]3)[C:7]=2[CH:24]=1. The yield is 0.640. (3) The reactants are C([C@H](N[C:12](=[O:27])[C@H:13]([C:15]1[CH:20]=[CH:19][C:18]([NH:21][S:22]([CH3:25])(=[O:24])=[O:23])=[C:17]([F:26])[CH:16]=1)[CH3:14])CO)C1C=CC=CC=1.[OH:28]S(O)(=O)=O. The catalyst is O1CCOCC1.O. The product is [F:26][C:17]1[CH:16]=[C:15]([C@H:13]([CH3:14])[C:12]([OH:27])=[O:28])[CH:20]=[CH:19][C:18]=1[NH:21][S:22]([CH3:25])(=[O:23])=[O:24]. The yield is 0.730. (4) The reactants are O=O.[C:3]([O:7][C:8]([N:10]1[CH2:14][C:13]([C:15]2[CH:20]=[CH:19][CH:18]=[C:17]([F:21])[CH:16]=2)=[C:12]([C:22]([OH:24])=[O:23])[CH2:11]1)=[O:9])([CH3:6])([CH3:5])[CH3:4].C(N(CC)CC)C.[H][H]. The catalyst is COC(C)(C)C.CO. The product is [C:3]([O:7][C:8]([N:10]1[CH2:14][CH:13]([C:15]2[CH:20]=[CH:19][CH:18]=[C:17]([F:21])[CH:16]=2)[CH:12]([C:22]([OH:24])=[O:23])[CH2:11]1)=[O:9])([CH3:6])([CH3:4])[CH3:5]. The yield is 0.770. (5) The product is [F:1][C:2]1[CH:23]=[CH:22][C:5]([CH2:6][N:7]2[C:11]3=[CH:12][N:13]=[C:14]([C:18]([N:36]([OH:54])[CH3:37])=[O:19])[C:15]([O:16][CH3:17])=[C:10]3[CH:9]=[CH:8]2)=[CH:4][CH:3]=1. No catalyst specified. The yield is 0.380. The reactants are [F:1][C:2]1[CH:23]=[CH:22][C:5]([CH2:6][N:7]2[C:11]3=[CH:12][N:13]=[C:14]([C:18](OC)=[O:19])[C:15]([O:16][CH3:17])=[C:10]3[CH:9]=[CH:8]2)=[CH:4][CH:3]=1.FC1C=CC(CN2C3=C[N:36]=[C:37](C(OC)=O)C(O)=C3C=C2)=CC=1.[H-].[Na+].IC.CN(C=[O:54])C. (6) The reactants are [CH2:1]1[CH2:6][C@H:5]([C:7]([OH:9])=[O:8])[CH2:4][CH2:3][C@H:2]1[CH2:10][NH2:11].[C:12]([O:16][CH:17]([O:20][C:21](ON1C(=O)CCC1=O)=[O:22])[CH2:18][CH3:19])(=[O:15])[CH2:13][CH3:14]. The catalyst is CC(OC)(C)C.CC(C)=O.O. The product is [C:12]([O:16][CH:17]([O:20][C:21]([NH:11][CH2:10][C@H:2]1[CH2:3][CH2:4][C@H:5]([C:7]([OH:9])=[O:8])[CH2:6][CH2:1]1)=[O:22])[CH2:18][CH3:19])(=[O:15])[CH2:13][CH3:14]. The yield is 0.530. (7) The reactants are C1([O:7][C:8](=O)[N:9]([C:19]2[CH:24]=[C:23]([O:25][C:26]3[CH:31]=[CH:30][C:29]([NH:32][C:33]([C:35]4([C:38](=[O:47])[NH:39][C:40]5[CH:45]=[CH:44][C:43]([F:46])=[CH:42][CH:41]=5)[CH2:37][CH2:36]4)=[O:34])=[CH:28][C:27]=3[F:48])[CH:22]=[CH:21][N:20]=2)C(OC2C=CC=CC=2)=O)C=CC=CC=1.[NH:50]1[CH2:55][CH2:54][O:53][CH2:52][CH2:51]1. The catalyst is CN(C)C=O. The product is [F:48][C:27]1[CH:28]=[C:29]([NH:32][C:33]([C:35]2([C:38]([NH:39][C:40]3[CH:41]=[CH:42][C:43]([F:46])=[CH:44][CH:45]=3)=[O:47])[CH2:37][CH2:36]2)=[O:34])[CH:30]=[CH:31][C:26]=1[O:25][C:23]1[CH:22]=[CH:21][N:20]=[C:19]([NH:9][C:8]([N:50]2[CH2:55][CH2:54][O:53][CH2:52][CH2:51]2)=[O:7])[CH:24]=1. The yield is 0.810. (8) The reactants are C(OC(=O)[NH:7][C:8]1[S:9][C:10]([C:37]2[CH:42]=[CH:41][CH:40]=[CH:39][N:38]=2)=[CH:11][C:12]=1[C:13]([N:15]1[CH2:20][CH2:19][CH:18]([N:21]2[CH2:36][CH2:35][CH2:34][C:23]3([C:27](=[O:28])[N:26]([CH:29]4[CH2:32][CH2:31][CH2:30]4)[C:25](=[O:33])[CH2:24]3)[CH2:22]2)[CH2:17][CH2:16]1)=[O:14])(C)(C)C.C(=O)([O-])[O-].[K+].[K+]. The catalyst is FC(F)(F)C(O)=O. The product is [NH2:7][C:8]1[S:9][C:10]([C:37]2[CH:42]=[CH:41][CH:40]=[CH:39][N:38]=2)=[CH:11][C:12]=1[C:13]([N:15]1[CH2:20][CH2:19][CH:18]([N:21]2[CH2:36][CH2:35][CH2:34][C:23]3([C:27](=[O:28])[N:26]([CH:29]4[CH2:32][CH2:31][CH2:30]4)[C:25](=[O:33])[CH2:24]3)[CH2:22]2)[CH2:17][CH2:16]1)=[O:14]. The yield is 0.790. (9) The reactants are ONC(=O)C1C=CC(OCC[N:13]2[C:19](=[O:20])[C:18]3[CH:21]=[CH:22][CH:23]=[N:24][C:17]=3[O:16][C:15]3[CH:25]=[CH:26][CH:27]=[CH:28][C:14]2=3)=CC=1.[OH-].[Na+].O. The catalyst is CN(C=O)C. The product is [N:24]1[C:17]2[O:16][C:15]3[CH:25]=[CH:26][CH:27]=[CH:28][C:14]=3[NH:13][C:19](=[O:20])[C:18]=2[CH:21]=[CH:22][CH:23]=1. The yield is 0.580.